From a dataset of Forward reaction prediction with 1.9M reactions from USPTO patents (1976-2016). Predict the product of the given reaction. (1) Given the reactants [CH:1]1([C:4]2[N:8]([CH3:9])[C:7]3[C:10]([C:21](OC)=[O:22])=[CH:11][C:12]([C:14]4[C:15]([CH3:20])=[N:16][O:17][C:18]=4[CH3:19])=[CH:13][C:6]=3[N:5]=2)[CH2:3][CH2:2]1.[CH2:25]([Mg]Br)[CH3:26], predict the reaction product. The product is: [CH:1]1([C:4]2[N:8]([CH3:9])[C:7]3[C:10]([CH:21]([OH:22])[CH2:25][CH3:26])=[CH:11][C:12]([C:14]4[C:15]([CH3:20])=[N:16][O:17][C:18]=4[CH3:19])=[CH:13][C:6]=3[N:5]=2)[CH2:2][CH2:3]1. (2) Given the reactants Cl[C:2]1[S:6][N:5]=[C:4]([CH2:7][Cl:8])[N:3]=1.C([Sn](CCCC)(CCCC)[C:14]1[N:18]2[CH:19]=[CH:20][C:21]([C:23]([F:26])([F:25])[F:24])=[N:22][C:17]2=[N:16][CH:15]=1)CCC, predict the reaction product. The product is: [Cl:8][CH2:7][C:4]1[N:3]=[C:2]([C:14]2[N:18]3[CH:19]=[CH:20][C:21]([C:23]([F:24])([F:25])[F:26])=[N:22][C:17]3=[N:16][CH:15]=2)[S:6][N:5]=1. (3) The product is: [Cl:14][C:11]1[C:12]([F:13])=[C:7]([CH:5]2[CH2:6][N:3]([CH:34]([CH3:36])[CH3:33])[CH2:4]2)[C:8]([O:30][CH2:31][CH3:32])=[C:9]([CH:15]([N:17]2[C:21]3=[N:22][CH:23]=[N:24][C:25]([NH2:26])=[C:20]3[C:19]([CH:27]([F:29])[F:28])=[N:18]2)[CH3:16])[CH:10]=1. Given the reactants Cl.Cl.[NH:3]1[CH2:6][CH:5]([C:7]2[C:8]([O:30][CH2:31][CH3:32])=[C:9]([CH:15]([N:17]3[C:21]4=[N:22][CH:23]=[N:24][C:25]([NH2:26])=[C:20]4[C:19]([CH:27]([F:29])[F:28])=[N:18]3)[CH3:16])[CH:10]=[C:11]([Cl:14])[C:12]=2[F:13])[CH2:4]1.[CH3:33][C:34]([CH3:36])=O, predict the reaction product. (4) Given the reactants Br[CH2:2][C:3]([C:5]1[CH:10]=[C:9]([O:11][CH3:12])[CH:8]=[CH:7][C:6]=1[CH3:13])=[O:4].[CH:14]([N-:16][CH:17]=[O:18])=[O:15].[Na+], predict the reaction product. The product is: [CH:14]([N:16]([CH2:2][C:3]([C:5]1[CH:10]=[C:9]([O:11][CH3:12])[CH:8]=[CH:7][C:6]=1[CH3:13])=[O:4])[CH:17]=[O:18])=[O:15].